From a dataset of NCI-60 drug combinations with 297,098 pairs across 59 cell lines. Regression. Given two drug SMILES strings and cell line genomic features, predict the synergy score measuring deviation from expected non-interaction effect. (1) Drug 1: C1=CC=C(C=C1)NC(=O)CCCCCCC(=O)NO. Drug 2: CCN(CC)CCCC(C)NC1=C2C=C(C=CC2=NC3=C1C=CC(=C3)Cl)OC. Cell line: SF-268. Synergy scores: CSS=15.9, Synergy_ZIP=-4.75, Synergy_Bliss=-2.17, Synergy_Loewe=-0.845, Synergy_HSA=-0.706. (2) Drug 1: CC1=C(C=C(C=C1)NC2=NC=CC(=N2)N(C)C3=CC4=NN(C(=C4C=C3)C)C)S(=O)(=O)N.Cl. Drug 2: C1=CC(=CC=C1CC(C(=O)O)N)N(CCCl)CCCl.Cl. Cell line: SK-MEL-2. Synergy scores: CSS=-12.5, Synergy_ZIP=1.39, Synergy_Bliss=-4.40, Synergy_Loewe=-9.29, Synergy_HSA=-8.89.